Dataset: Catalyst prediction with 721,799 reactions and 888 catalyst types from USPTO. Task: Predict which catalyst facilitates the given reaction. (1) Reactant: [Cl:1][C:2]1[CH:3]=[C:4]([N:10]2[CH:22]([CH:23]3[CH2:27][CH2:26][CH2:25][CH2:24]3)[CH:21]3[C:12]([C:13]4[CH:14]=[CH:15][C:16]([C:28]([OH:30])=O)=[N:17][C:18]=4[CH2:19][CH2:20]3)=[N:11]2)[CH:5]=[CH:6][C:7]=1[C:8]#[N:9].[OH:31][C@@H:32]1[CH2:36][CH2:35][NH:34][CH2:33]1.CCN(C(C)C)C(C)C.CN(C(ON1N=NC2C=CC=NC1=2)=[N+](C)C)C.F[P-](F)(F)(F)(F)F. Product: [Cl:1][C:2]1[CH:3]=[C:4]([N:10]2[CH:22]([CH:23]3[CH2:27][CH2:26][CH2:25][CH2:24]3)[CH:21]3[C:12]([C:13]4[CH:14]=[CH:15][C:16]([C:28]([N:34]5[CH2:35][CH2:36][C@@H:32]([OH:31])[CH2:33]5)=[O:30])=[N:17][C:18]=4[CH2:19][CH2:20]3)=[N:11]2)[CH:5]=[CH:6][C:7]=1[C:8]#[N:9]. The catalyst class is: 139. (2) Reactant: [S:1]([NH:11][C:12]1[N:17]2[C:18]3[N:24]=[CH:23][CH:22]=[CH:21][C:19]=3[CH:20]=[C:16]2[CH:15]=[CH:14][N:13]=1)([C:4]1[CH:10]=[CH:9][C:7]([CH3:8])=[CH:6][CH:5]=1)(=[O:3])=[O:2].[I:25]N1C(=O)CCC1=O. Product: [I:25][C:20]1[C:19]2[CH:21]=[CH:22][CH:23]=[N:24][C:18]=2[N:17]2[C:16]=1[CH:15]=[CH:14][N:13]=[C:12]2[NH:11][S:1]([C:4]1[CH:10]=[CH:9][C:7]([CH3:8])=[CH:6][CH:5]=1)(=[O:2])=[O:3]. The catalyst class is: 2.